Dataset: Forward reaction prediction with 1.9M reactions from USPTO patents (1976-2016). Task: Predict the product of the given reaction. (1) Given the reactants [CH2:1]([N:3]1[CH2:8][C:7]([CH3:10])([CH3:9])[O:6][C:5](=[O:11])[CH:4]1[CH2:12][C:13]([OH:15])=O)[CH3:2].C(N(C(C)C)CC)(C)C.CN(C(ON1N=NC2C=CC=NC1=2)=[N+](C)C)C.F[P-](F)(F)(F)(F)F.[CH2:49]([NH2:53])[CH:50]([CH3:52])[CH3:51], predict the reaction product. The product is: [CH2:1]([N:3]1[CH2:8][C:7]([CH3:9])([CH3:10])[O:6][C:5](=[O:11])[CH:4]1[CH2:12][C:13]([NH:53][CH2:49][CH:50]([CH3:52])[CH3:51])=[O:15])[CH3:2]. (2) Given the reactants [OH:1][CH2:2][CH2:3][CH2:4][CH2:5][CH2:6][C:7]([O:9][CH2:10][CH3:11])=[O:8].CC1(C)N([O])C(C)(C)CCC1.C(O)(=O)C.C(O)(=O)C.IC1C=CC=CC=1.[O-]S([O-])(=S)=O.[Na+].[Na+], predict the reaction product. The product is: [CH:2]([CH2:3][CH2:4][CH2:5][CH2:6][C:7]([O:9][CH2:10][CH3:11])=[O:8])=[O:1]. (3) Given the reactants [Cl:1][CH2:2][CH2:3][C:4](Cl)=O.[NH2:7][C:8]1[CH:13]=[CH:12][CH:11]=[CH:10][CH:9]=1.N1C=CC=C[CH:15]=1.[OH2:20], predict the reaction product. The product is: [Cl:1][CH2:2][CH2:3][CH2:4][C:15]([NH:7][C:8]1[CH:13]=[CH:12][CH:11]=[CH:10][CH:9]=1)=[O:20].